Dataset: Full USPTO retrosynthesis dataset with 1.9M reactions from patents (1976-2016). Task: Predict the reactants needed to synthesize the given product. (1) Given the product [CH3:15][N:14]([CH3:16])[C:13]1[CH:17]=[CH:18][C:10]([NH:25][C@@H:20]2[CH2:21][CH2:22][CH2:23][CH2:24][C@H:19]2[NH2:26])=[CH:11][CH:12]=1, predict the reactants needed to synthesize it. The reactants are: [O-]P([O-])([O-])=O.[K+].[K+].[K+].Br[C:10]1[CH:18]=[CH:17][C:13]([N:14]([CH3:16])[CH3:15])=[CH:12][CH:11]=1.[C@@H:19]1([NH2:26])[CH2:24][CH2:23][CH2:22][CH2:21][C@H:20]1[NH2:25]. (2) Given the product [NH2:1][C:2]1[N:7]=[C:6]([NH:30][CH:25]([CH:26]2[CH2:29][CH2:28][CH2:27]2)[CH2:24][CH2:23][C:19]2[CH:20]=[CH:21][CH:22]=[C:17]([CH3:16])[CH:18]=2)[N:5]=[C:4]([CH3:9])[N:3]=1, predict the reactants needed to synthesize it. The reactants are: [NH2:1][C:2]1[N:7]=[C:6](Cl)[N:5]=[C:4]([CH3:9])[N:3]=1.C([O-])([O-])=O.[K+].[K+].[CH3:16][C:17]1[CH:18]=[C:19]([CH2:23][CH2:24][CH:25]([NH2:30])[CH:26]2[CH2:29][CH2:28][CH2:27]2)[CH:20]=[CH:21][CH:22]=1. (3) The reactants are: [P:1]([O:5][CH2:6][C:7]1[CH:53]=[CH:52][C:10]([C:11]([O:13][C:14]2[C:18]([O:19][C:20](=[O:33])[C:21]3[CH:26]=[CH:25][C:24]([CH2:27][O:28][P:29]([OH:32])([OH:31])=[O:30])=[CH:23][CH:22]=3)=[C:17]([C:34]([O:36][CH2:37][CH3:38])=[O:35])[N:16]([C:39]3[CH:44]=[CH:43][C:42]([O:45][CH3:46])=[CH:41][CH:40]=3)[C:15]=2[C:47](=[O:51])[N:48]([CH3:50])[CH3:49])=[O:12])=[CH:9][CH:8]=1)([OH:4])([OH:3])=[O:2].C(=O)(O)[O-].[Na+:58]. Given the product [P:29]([O-:32])([O:28][CH2:27][C:24]1[CH:25]=[CH:26][C:21]([C:20]([O:19][C:18]2[C:14]([O:13][C:11]([C:10]3[CH:9]=[CH:8][C:7]([CH2:6][O:5][P:1]([O-:4])([OH:3])=[O:2])=[CH:53][CH:52]=3)=[O:12])=[C:15]([C:47](=[O:51])[N:48]([CH3:50])[CH3:49])[N:16]([C:39]3[CH:44]=[CH:43][C:42]([O:45][CH3:46])=[CH:41][CH:40]=3)[C:17]=2[C:34]([O:36][CH2:37][CH3:38])=[O:35])=[O:33])=[CH:22][CH:23]=1)([OH:31])=[O:30].[Na+:58].[Na+:58], predict the reactants needed to synthesize it. (4) Given the product [CH2:31]([C:7]1([C:11]([O:13][CH3:14])=[O:12])[CH2:8][CH2:9][C:10]2[C:5](=[CH:4][CH:3]=[C:2]([C:15]([O:17][CH3:18])=[O:16])[CH:1]=2)[CH2:6]1)[CH:30]=[CH2:29], predict the reactants needed to synthesize it. The reactants are: [CH2:1]1[C:10]2[C:5](=[CH:6][C:7]([C:11]([O:13][CH3:14])=[O:12])=[CH:8][CH:9]=2)[CH2:4][CH2:3][CH:2]1[C:15]([O:17][CH3:18])=[O:16].C[Si]([N-][Si](C)(C)C)(C)C.[Na+].[CH2:29](Br)[CH:30]=[CH2:31]. (5) Given the product [OH:12][C@@H:11]([C:13]1[CH:33]=[CH:32][CH:31]=[C:15]([O:16][CH2:17][CH:18]2[CH2:19][CH2:20][N:21]([CH3:24])[CH2:22][CH2:23]2)[CH:14]=1)[CH2:10][CH2:9][NH:8][C:6](=[O:7])[O:5][C:1]([CH3:3])([CH3:2])[CH3:4], predict the reactants needed to synthesize it. The reactants are: [C:1]([O:5][C:6]([NH:8][CH2:9][CH2:10][C@H:11]([C:13]1[CH:14]=[C:15]([CH:31]=[CH:32][CH:33]=1)[O:16][CH2:17][CH:18]1[CH2:23][CH2:22][N:21]([C:24](OC(C)(C)C)=O)[CH2:20][CH2:19]1)[OH:12])=[O:7])([CH3:4])([CH3:3])[CH3:2].[H-].[H-].[H-].[H-].[Li+].[Al+3]. (6) Given the product [Cl:41][C:10]1[N:15]=[C:14]([S:16][CH2:17][C:18]2[CH:19]=[C:20]([CH:24]=[CH:25][CH:26]=2)[C:21]([OH:23])=[O:22])[C:13]([C:27]#[N:28])=[C:12]([C:29]2[CH:30]=[CH:31][C:32]([O:35][CH2:36][CH2:37][OH:38])=[CH:33][CH:34]=2)[C:11]=1[C:39]#[N:40], predict the reactants needed to synthesize it. The reactants are: N(OCCC(C)C)=O.N[C:10]1[N:15]=[C:14]([S:16][CH2:17][C:18]2[CH:19]=[C:20]([CH:24]=[CH:25][CH:26]=2)[C:21]([OH:23])=[O:22])[C:13]([C:27]#[N:28])=[C:12]([C:29]2[CH:34]=[CH:33][C:32]([O:35][CH2:36][CH2:37][OH:38])=[CH:31][CH:30]=2)[C:11]=1[C:39]#[N:40].[ClH:41].